Task: Regression/Classification. Given a drug SMILES string, predict its absorption, distribution, metabolism, or excretion properties. Task type varies by dataset: regression for continuous measurements (e.g., permeability, clearance, half-life) or binary classification for categorical outcomes (e.g., BBB penetration, CYP inhibition). Dataset: cyp2d6_veith.. Dataset: CYP2D6 inhibition data for predicting drug metabolism from PubChem BioAssay (1) The drug is CCCC[C@@H]1C[C@H]1C(NC(=O)c1cccs1)c1ccc(Cl)cc1. The result is 0 (non-inhibitor). (2) The molecule is COc1cc(-c2ccc(N=Nc3ccc4c(S(=O)(=O)[O-])cc(S(=O)(=O)[O-])c(N)c4c3O)c(OC)c2)ccc1N=Nc1ccc2c(S(=O)(=O)[O-])cc(S(=O)(=O)[O-])c(N)c2c1O.[Na+].[Na+].[Na+].[Na+]. The result is 0 (non-inhibitor). (3) The molecule is COc1c(/C=N/Nc2ccc([N+](=O)[O-])cc2[N+](=O)[O-])c(C)nn1-c1ccccc1. The result is 0 (non-inhibitor). (4) The drug is O=C(Nc1cc(C(F)(F)F)ccc1-n1cncn1)c1ccc(Br)cc1. The result is 0 (non-inhibitor). (5) The compound is CCOc1ccc(-c2nn(-c3ccccc3)cc2/C=C(\C#N)S(=O)(=O)c2ccccc2)cc1C. The result is 0 (non-inhibitor).